Dataset: Peptide-MHC class I binding affinity with 185,985 pairs from IEDB/IMGT. Task: Regression. Given a peptide amino acid sequence and an MHC pseudo amino acid sequence, predict their binding affinity value. This is MHC class I binding data. The peptide sequence is STNIRQAGVQYSR. The MHC is HLA-A02:06 with pseudo-sequence HLA-A02:06. The binding affinity (normalized) is 0.